Dataset: Catalyst prediction with 721,799 reactions and 888 catalyst types from USPTO. Task: Predict which catalyst facilitates the given reaction. (1) Reactant: [CH3:1][C@H:2]1[C@@H:12]2[CH2:13][CH2:14][C@:15]3([CH3:19])[O:17][O:18][C@:11]42[C@H:5]([C@@H:6]([CH3:20])[C:7]([O:9][C@@H:10]4[O:16]3)=[O:8])[CH2:4][CH2:3]1.C(O)C.[BH4-].[Na+].[Li+].[Cl-]. Product: [CH3:1][C@H:2]1[C@@H:12]2[CH2:13][CH2:14][C:15]3([CH3:19])[O:17][O:18][C@:11]42[C@H:5]([C@@H:6]([CH3:20])[C@@H:7]([OH:8])[O:9][C@@H:10]4[O:16]3)[CH2:4][CH2:3]1. The catalyst class is: 1. (2) Reactant: [OH:1][CH2:2][C:3]1([CH3:40])[C:8](=[O:9])[N:7]([CH2:10][CH2:11][CH2:12][CH2:13][O:14][CH3:15])[C:6]2[CH:16]=[C:17]([C:21]([N:23]([CH:37]([CH3:39])[CH3:38])[C@@H:24]3[CH2:29][CH2:28][CH2:27][N:26]([C:30]([O:32][C:33]([CH3:36])([CH3:35])[CH3:34])=[O:31])[CH2:25]3)=[O:22])[C:18]([CH3:20])=[CH:19][C:5]=2[O:4]1.[CH2:41]([N:43]=[C:44]=[O:45])[CH3:42]. Product: [CH2:41]([NH:43][C:44]([O:1][CH2:2][C:3]1([CH3:40])[C:8](=[O:9])[N:7]([CH2:10][CH2:11][CH2:12][CH2:13][O:14][CH3:15])[C:6]2[CH:16]=[C:17]([C:21]([N:23]([CH:37]([CH3:38])[CH3:39])[C@@H:24]3[CH2:29][CH2:28][CH2:27][N:26]([C:30]([O:32][C:33]([CH3:34])([CH3:36])[CH3:35])=[O:31])[CH2:25]3)=[O:22])[C:18]([CH3:20])=[CH:19][C:5]=2[O:4]1)=[O:45])[CH3:42]. The catalyst class is: 7. (3) Reactant: [NH2:1][C:2]1[CH:3]=[C:4]2[C:9](=[CH:10][C:11]=1[C:12]([F:15])([F:14])[F:13])[NH:8][C:7](=[O:16])[N:6]([NH:17][S:18]([CH3:21])(=[O:20])=[O:19])[C:5]2=[O:22].[CH3:23][C:24]1(OC)[CH2:28][CH2:27][CH:26](OC)O1. Product: [CH3:23][C:24]1[N:1]([C:2]2[CH:3]=[C:4]3[C:9](=[CH:10][C:11]=2[C:12]([F:13])([F:15])[F:14])[NH:8][C:7](=[O:16])[N:6]([NH:17][S:18]([CH3:21])(=[O:20])=[O:19])[C:5]3=[O:22])[CH:26]=[CH:27][CH:28]=1. The catalyst class is: 15. (4) Reactant: Cl[C:2]1[N:7]=[CH:6][CH:5]=[CH:4][N:3]=1.[Br:8][C:9]1[CH:10]=[C:11]([N:15]2[C:23]3[CH2:22][CH2:21][NH:20][CH2:19][C:18]=3[C:17]([C:24]([O:26][CH2:27][CH3:28])=[O:25])=[N:16]2)[CH:12]=[CH:13][CH:14]=1.C(N(C(C)C)C(C)C)C. Product: [Br:8][C:9]1[CH:10]=[C:11]([N:15]2[C:23]3[CH2:22][CH2:21][N:20]([C:2]4[N:7]=[CH:6][CH:5]=[CH:4][N:3]=4)[CH2:19][C:18]=3[C:17]([C:24]([O:26][CH2:27][CH3:28])=[O:25])=[N:16]2)[CH:12]=[CH:13][CH:14]=1. The catalyst class is: 3. (5) Reactant: [Si:1]([O:8][C:9]1[CH:14]=[CH:13][C:12]([C:15]2[C:16]([CH3:22])=[CH:17][C:18](=[O:21])[NH:19][N:20]=2)=[CH:11][CH:10]=1)([C:4]([CH3:7])([CH3:6])[CH3:5])([CH3:3])[CH3:2].[C:23]([O:27][C:28](O[C:28]([O:27][C:23]([CH3:26])([CH3:25])[CH3:24])=[O:29])=[O:29])([CH3:26])([CH3:25])[CH3:24].O. Product: [C:23]([O:27][C:28]([N:19]1[C:18](=[O:21])[CH:17]=[C:16]([CH3:22])[C:15]([C:12]2[CH:13]=[CH:14][C:9]([O:8][Si:1]([C:4]([CH3:7])([CH3:5])[CH3:6])([CH3:2])[CH3:3])=[CH:10][CH:11]=2)=[N:20]1)=[O:29])([CH3:26])([CH3:25])[CH3:24]. The catalyst class is: 10.